Dataset: Experimentally validated miRNA-target interactions with 360,000+ pairs, plus equal number of negative samples. Task: Binary Classification. Given a miRNA mature sequence and a target amino acid sequence, predict their likelihood of interaction. (1) The miRNA is hsa-miR-6730-3p with sequence CCUGACACCCCAUCUGCCCUCA. The protein sequence of the target gene is MSDRKAVIKNADMSEDMQQDAVDCATQAMEKYNIEKDIAAYIKKEFDKKYNPTWHCIVGRNFGSYVTHETKHFIYFYLGQVAILLFKSG. Result: 1 (interaction). (2) The miRNA is mmu-miR-5627-3p with sequence ACAGGGCUCUCCGGCGCCCCUCGU. The protein sequence of the target gene is MPSPRPRGSPPPAPSGSRVRPPRSGRSPAPRSPTGPNTPRAPGRFESPFSVEAILARPDPCAPAASQPSGSACVHPAFWTAASLCATGGLPWACPTSWLPAYLSVGFYPVPGPRVAPVCGLLGFGVTGLELAHCSGLWAFPDWAPTEDLQDTERQQKRVRTMFNLEQLEELEKVFAKQHNLVGKKRAQLAARLKLTENQVRVWFQNRRVKYQKQQKLRAAVTSAEAASLDEPSSSSIASIQSDDAESGVDG. Result: 0 (no interaction). (3) The miRNA is hsa-miR-5688 with sequence UAACAAACACCUGUAAAACAGC. The protein sequence of the target gene is MLLLGILTLAFAGRTAGGSEPEREVVVPIRLDPDINGRRYYWRGPEDSGDQGLIFQITAFQEDFYLHLTPDAQFLAPAFSTEHLGVPLQGLTGGSSDLRRCFYSGDVNAEPDSFAAVSLCGGLRGAFGYRGAEYVISPLPNASAPAAQRNSQGAHLLQRRGVPGGPSGDPTSRCGVASGWNPAILRALDPYKPRRAGFGESRSRRRSGRAKRFVSIPRYVETLVVADESMVKFHGADLEHYLLTLLATAARLYRHPSILNPINIVVVKVLLLRDRDSGPKVTGNAALTLRNFCAWQKKLN.... Result: 0 (no interaction). (4) The miRNA is hsa-miR-516b-3p with sequence UGCUUCCUUUCAGAGGGU. The protein sequence of the target gene is MAFRRQVKNFVKNYSDAEIKVREATSNDPWGPSSSLMLDISDLTFNTISLSEIMNMLWHRLNDHGKNWRHVYKSLTLMDYLIKNGSKKVIQHCREGFCNLQTLKDFQHIDEAGKDQGYYIREKSKQVITLLMDEPLLCKEREVACRTRQRTSHSILFSKRQLGSSNSLTACTSAPTPDISASEKKYKLPKFGRLHNKRNVCKAGLKQEHCQDVHLPTETMLSQETLPLKIHGWKSTEDLMTFLDDDPELPLLATPPSIVSPITCLSEAEEVCNLSGADAVPTLSENSPSGQRDVSLDKRS.... Result: 1 (interaction). (5) The miRNA is hsa-miR-3163 with sequence UAUAAAAUGAGGGCAGUAAGAC. The protein sequence of the target gene is MAAGGAEGGSGPGAAMGDCAEIKSQFRTREGFYKLLPGDGAARRSGPASAQTPVPPQPPQPPPGPASASGPGAAGPASSPPPAGPGPGPALPAVRLSLVRLGEPDSAGAGEPPATPAGLGSGGDRVCFNLGRELYFYPGCCRRGSQRSIDLNKPIDKRIYKGTQPTCHDFNQFTAATETISLLVGFSAGQVQYLDLIKKDTSKLFNEERLIDKTKVTYLKWLPESESLFLASHASGHLYLYNVSHPCASAPPQYSLLKQGEGFSVYAAKSKAPRNPLAKWAVGEGPLNEFAFSPDGRHLA.... Result: 0 (no interaction). (6) The miRNA is rno-miR-351-3p with sequence GGUCAAGAGGCGCCUGGGAAC. The protein sequence of the target gene is MTTVVVHVDSKAELTTLLEQWEKEHGSGQDMVPILTRMSQLIEKETEEYRKGDPDPFDDRHPGRADPECMLGHLLRILFKNDDFMNALVNAYVMTSREPPLNTAACRLLLDIMPGLETAVVFQEKEGIVENLFKWAREADQPLRTYSTGLLGGAMENQDIAANYRDENSQLVAIVLRRLRELQLQEVALRQENKRPSPRKLSSEPLLPLDEEAVDMDYGDMAVDVVDGDQEEASGDMEISFHLDSGHKTSSRVNSTTKPEDGGLKKNKSAKQGDRENFRKAKQKLGFSSSDPDRMFVELS.... Result: 0 (no interaction). (7) The protein sequence of the target gene is MGDTFIRHIALLGFEKRFIPSQHYVYMFLVKWQDLSEKVVYRKFTEIYEFHKMLKEMFPIEAGEIHTENRVIPHLPAPRWFDGQRAAESRQGTLTEYFNGLMGLPVKISRCPHLLDFFKVRPDDLKLPTDSQAKKPETYLVPKDGKNNVADITGPIILQTYRAIADYEKSSGTEMTVATGDVVDVVEKSESGWWFCQMKTKRGWVPASYLEPLDSPDEAEDPDPNYAGEPYVTIKAYAAVEEDEMSLSEGEAIEVIHKLLDGWWVVRKGDITGYFPSMYLQKAGEEITQAQRQIRGRGAP.... The miRNA is hsa-miR-6756-5p with sequence AGGGUGGGGCUGGAGGUGGGGCU. Result: 0 (no interaction). (8) The miRNA is hsa-miR-545-5p with sequence UCAGUAAAUGUUUAUUAGAUGA. The protein sequence of the target gene is MNTILPCQDQYFVGGQSYNCPYSTTTSESSVDVSTETWVSFWAAGLLDNRELQQAPQAQESFSDSNFPLPDLCSWEEAQLSSQLYRNKQLQDTLVQKEEELARLHEENNHLRQYLNSALVKCLEEKAKKLLSSDEFSKAYGKFRKGKRKSKEQRYSPAEIPHPKNAKRNLSSEFANCEEQAGPPVDPWVLQTLGLKDLDTIDDTSSANYSALASHPRRVASTFSQFPDDAVDYKNIPREDMPIDYRGDRTTPLHSTATHGEDFHILSQLSNPPVGLKTLPYYTAHVSPNKTEMAFSTSLS.... Result: 0 (no interaction). (9) The miRNA is hsa-miR-6796-3p with sequence GAAGCUCUCCCCUCCCCGCAG. The protein sequence of the target gene is MKRASSGGSRLLAWVLWLQAWRVATPCPGACVCYNEPKVTTSCPQQGLQAVPTGIPASSQRIFLHGNRISHVPAASFQSCRNLTILWLHSNALARIDAAAFTGLTLLEQLDLSDNAQLHVVDPTTFHGLGHLHTLHLDRCGLRELGPGLFRGLAALQYLYLQDNNLQALPDNTFRDLGNLTHLFLHGNRIPSVPEHAFRGLHSLDRLLLHQNHVARVHPHAFRDLGRLMTLYLFANNLSMLPAEVLMPLRSLQYLRLNDNPWVCDCRARPLWAWLQKFRGSSSEVPCNLPQRLADRDLKR.... Result: 0 (no interaction).